The task is: Regression. Given a target protein amino acid sequence and a drug SMILES string, predict the binding affinity score between them. We predict pKi (pKi = -log10(Ki in M); higher means stronger inhibition). Dataset: bindingdb_ki.. This data is from Drug-target binding data from BindingDB using Ki measurements. The small molecule is CC[C@H](C)[C@H](NC(=O)[C@H](CCCNC(=N)N)NC(=O)[C@H](CCC(N)=O)NC(=O)CNC(=O)[C@H](CCC(=O)O)NC(=O)[C@H](Cc1ccccc1)NC(=O)[C@H](CC(C)C)NC(=O)[C@H](Cc1ccccc1)NC(=O)[C@H](CCCNC(=N)N)NC(=O)[C@H](CC(C)C)NC(=O)[C@@H](N)CO)C(=O)N[C@@H](C)C(=O)N[C@@H](CC(=O)O)C(=O)N[C@@H](CC(N)=O)C(=O)N[C@@H](Cc1cnc[nH]1)C(=O)O. The target protein sequence is MATTGTPTADRGDAAATDDPAARFQVQKHSWDGLRSIIHGSRKYSGLIVNKAPHDFQFVQKTDESGPHSHRLYYLGMPYGSRENSLLYSEIPKKVRKEALLLLSWKQMLDHFQATPHHGVYSREEELLRERKRLGVFGITSYDFHSESGLFLFQASNSLFHCRDGGKNGFMVSPMKPLEIKTQCSGPRMDPKICPADPAFFSFINNSDLWVANIETGEERRLTFCHQGLSNVLDDPKSAGVATFVIQEEFDRFTGYWWCPTASWEGSEGLKTLRILYEEVDESEVEVIHVPSPALEERATDSYRYPRTGSKNPKIALKLAEFQTDSQGKIVSTQEKELVQPFSSLFPKVEYIARAGWTRDGKYAWAMFLDRPQQWLQLVLLPPALFIPSTENEEQRLASARAVPRNVQPYVVYEEVTNVWINVHDIFYPFPQSEGEDELCFLRANECKTGFCHLYKVTAVLKSQGYDWSEPFSPGEDEFKCPIKEEIALTSGEWEVLARH.... The pKi is 5.3.